This data is from Reaction yield outcomes from USPTO patents with 853,638 reactions. The task is: Predict the reaction yield, written as a fraction of the theoretical maximum amount of product (1.0 means a 100% yield; for example, 0.34 means a 34% yield). (1) The reactants are C[O:2][C:3]([C@H:5]1[C@H:10]([C:11]2[CH:16]=[CH:15][C:14]([F:17])=[CH:13][CH:12]=2)[CH2:9][CH2:8][N:7](C)[CH2:6]1)=[O:4].ClC(OC(Cl)C)=O.[C:34](O[C:34]([O:36][C:37]([CH3:40])([CH3:39])[CH3:38])=[O:35])([O:36][C:37]([CH3:40])([CH3:39])[CH3:38])=[O:35]. The catalyst is ClCCCl.O1CCOCC1. The product is [C:37]([O:36][C:34]([N:7]1[CH2:8][CH2:9][C@@H:10]([C:11]2[CH:16]=[CH:15][C:14]([F:17])=[CH:13][CH:12]=2)[C@H:5]([C:3]([OH:4])=[O:2])[CH2:6]1)=[O:35])([CH3:38])([CH3:39])[CH3:40]. The yield is 0.800. (2) The reactants are [Cl:1][C:2]1[CH:3]=[C:4]([CH:9]2[C:18]3[C:13](=[CH:14][CH:15]=[CH:16][CH:17]=3)[C:12](=[N:19][CH3:20])[CH2:11][CH2:10]2)[CH:5]=[CH:6][C:7]=1[Cl:8].CO.[H][H]. The catalyst is [Ni].C(Cl)Cl. The product is [CH3:20][NH:19][C@@H:12]1[C:13]2[CH:14]=[CH:15][CH:16]=[CH:17][C:18]=2[C@H:9]([C:4]2[CH:5]=[CH:6][C:7]([Cl:8])=[C:2]([Cl:1])[CH:3]=2)[CH2:10][CH2:11]1. The yield is 0.00760.